From a dataset of Reaction yield outcomes from USPTO patents with 853,638 reactions. Predict the reaction yield, written as a fraction of the theoretical maximum amount of product (1.0 means a 100% yield; for example, 0.34 means a 34% yield). (1) The reactants are C(OC([N:11]1[CH2:16][CH2:15][C:14]2([CH2:21][CH2:20][C:19](=[O:22])[CH:18]=[CH:17]2)[CH2:13][CH2:12]1)=O)C1C=CC=CC=1.[C:31](O[C:31]([O:33][C:34]([CH3:37])([CH3:36])[CH3:35])=[O:32])([O:33][C:34]([CH3:37])([CH3:36])[CH3:35])=[O:32].C(=O)([O-])[O-].[K+].[K+].CCCCCCC.C(OCC)(=O)C. The catalyst is C(O)C.O.[Pd]. The product is [C:34]([O:33][C:31]([N:11]1[CH2:16][CH2:15][C:14]2([CH2:21][CH2:20][C:19](=[O:22])[CH2:18][CH2:17]2)[CH2:13][CH2:12]1)=[O:32])([CH3:35])([CH3:36])[CH3:37]. The yield is 0.510. (2) The catalyst is CN(C)C=O. The product is [Br:1][C:2]1[CH:3]=[C:4]([C:9]2[CH:14]=[CH:13][C:12]([C:15]([O:17][CH2:18][CH3:19])=[O:16])=[CH:11][CH:10]=2)[CH:5]=[CH:6][C:7]=1[O:8][CH2:23][CH2:24][CH2:25][O:26][Si:27]([C:30]([CH3:31])([CH3:33])[CH3:32])([CH3:28])[CH3:29]. The yield is 0.640. The reactants are [Br:1][C:2]1[CH:3]=[C:4]([C:9]2[CH:14]=[CH:13][C:12]([C:15]([O:17][CH2:18][CH3:19])=[O:16])=[CH:11][CH:10]=2)[CH:5]=[CH:6][C:7]=1[OH:8].[H-].[Na+].Br[CH2:23][CH2:24][CH2:25][O:26][Si:27]([C:30]([CH3:33])([CH3:32])[CH3:31])([CH3:29])[CH3:28]. (3) The reactants are [NH:1]1[CH:5]=[C:4]([C:6]([O:8][CH2:9][CH3:10])=[O:7])[CH:3]=[N:2]1.Cl[CH2:12][C:13]1[C:14]([CH3:19])=[N:15][O:16][C:17]=1[CH3:18].C(=O)([O-])[O-].[Cs+].[Cs+]. The catalyst is CN(C=O)C.Cl. The product is [CH3:19][C:14]1[C:13]([CH2:12][N:1]2[CH:5]=[C:4]([C:6]([O:8][CH2:9][CH3:10])=[O:7])[CH:3]=[N:2]2)=[C:17]([CH3:18])[O:16][N:15]=1. The yield is 0.800.